Dataset: Peptide-MHC class I binding affinity with 185,985 pairs from IEDB/IMGT. Task: Regression. Given a peptide amino acid sequence and an MHC pseudo amino acid sequence, predict their binding affinity value. This is MHC class I binding data. (1) The peptide sequence is SSIEFARL. The MHC is H-2-Db with pseudo-sequence H-2-Db. The binding affinity (normalized) is 0. (2) The peptide sequence is RVRAAMKPI. The MHC is HLA-B40:01 with pseudo-sequence HLA-B40:01. The binding affinity (normalized) is 0.0847.